This data is from Catalyst prediction with 721,799 reactions and 888 catalyst types from USPTO. The task is: Predict which catalyst facilitates the given reaction. (1) Reactant: [CH3:1][O:2][C:3](=[O:15])[CH2:4][C:5]1[C:13]2[C:8](=[N:9][CH:10]=[CH:11][CH:12]=2)[NH:7][C:6]=1[CH3:14].CCN(P1(N(C)CCCN1C)=NC(C)(C)C)CC.[C:34]([C:36]1[CH:37]=[C:38]([S:43](Cl)(=[O:45])=[O:44])[CH:39]=[CH:40][C:41]=1[F:42])#[N:35]. Product: [CH3:1][O:2][C:3](=[O:15])[CH2:4][C:5]1[C:13]2[C:8](=[N:9][CH:10]=[CH:11][CH:12]=2)[N:7]([S:43]([C:38]2[CH:39]=[CH:40][C:41]([F:42])=[C:36]([C:34]#[N:35])[CH:37]=2)(=[O:44])=[O:45])[C:6]=1[CH3:14]. The catalyst class is: 3. (2) Reactant: Br[CH2:2][CH2:3][S:4]([OH:7])(=[O:6])=[O:5].[Na].[C:9]([NH2:13])([CH3:12])([CH3:11])[CH3:10].C(S(O)(=O)=O)=C. Product: [C:9]([NH:13][CH2:2][CH2:3][S:4]([OH:7])(=[O:6])=[O:5])([CH3:12])([CH3:11])[CH3:10]. The catalyst class is: 127. (3) Reactant: [C:1]([C:5]1[CH:10]=[CH:9][C:8]([NH:11][C:12]([C:14]2[C:15]([NH:20][C:21]3[CH:29]=[C:28]4[C:24]([CH:25]=[N:26][NH:27]4)=[CH:23][CH:22]=3)=[N:16][CH:17]=[CH:18][CH:19]=2)=[O:13])=[CH:7][CH:6]=1)([CH3:4])([CH3:3])[CH3:2].C1C(=O)N([Br:37])C(=O)C1. Product: [C:1]([C:5]1[CH:6]=[CH:7][C:8]([NH:11][C:12]([C:14]2[C:15]([NH:20][C:21]3[C:29]([Br:37])=[C:28]4[C:24]([CH:25]=[N:26][NH:27]4)=[CH:23][CH:22]=3)=[N:16][CH:17]=[CH:18][CH:19]=2)=[O:13])=[CH:9][CH:10]=1)([CH3:4])([CH3:2])[CH3:3]. The catalyst class is: 48. (4) Reactant: [C:1]1(=O)[O:6][C:4](=[O:5])[CH:3]2[CH2:7][CH:8]=[CH:9][CH2:10][CH:2]12.[H-].[Al+3].[Li+].[H-].[H-].[H-].[C@H](O)(C([O-])=O)[C@@H](O)C([O-])=O.[Na+].[K+]. Product: [CH:2]1([CH2:1][OH:6])[CH2:10][CH:9]=[CH:8][CH2:7][CH:3]1[CH2:4][OH:5]. The catalyst class is: 7.